Task: Predict the reactants needed to synthesize the given product.. Dataset: Full USPTO retrosynthesis dataset with 1.9M reactions from patents (1976-2016) (1) Given the product [C:41]([NH:1][C:2]1[CH:7]=[C:6]([O:8][C:9]2[CH:14]=[CH:13][C:12]([NH:15][C:16]([C:18]3[C:19](=[O:31])[N:20]([C:25]4[CH:26]=[CH:27][CH:28]=[CH:29][CH:30]=4)[N:21]([CH3:24])[C:22]=3[CH3:23])=[O:17])=[CH:11][C:10]=2[Cl:32])[CH:5]=[CH:4][N:3]=1)(=[O:40])[CH3:43], predict the reactants needed to synthesize it. The reactants are: [NH2:1][C:2]1[CH:7]=[C:6]([O:8][C:9]2[CH:14]=[CH:13][C:12]([NH:15][C:16]([C:18]3[C:19](=[O:31])[N:20]([C:25]4[CH:30]=[CH:29][CH:28]=[CH:27][CH:26]=4)[N:21]([CH3:24])[C:22]=3[CH3:23])=[O:17])=[CH:11][C:10]=2[Cl:32])[CH:5]=[CH:4][N:3]=1.CCN(CC)CC.[O:40](C(C)=O)[C:41]([CH3:43])=O. (2) Given the product [O:14]1[CH:18]=[CH:17][CH:16]=[C:15]1[C:19]1[C:24]([C:25]2[CH:30]=[CH:29][N:28]=[CH:27][N:26]=2)=[CH:23][N:22]=[C:21]([NH:31][C:2]2[CH:3]=[N:4][CH:5]=[CH:6][CH:7]=2)[N:20]=1, predict the reactants needed to synthesize it. The reactants are: Br[C:2]1[CH:3]=[N:4][CH:5]=[CH:6][CH:7]=1.C([O-])([O-])=O.[Cs+].[Cs+].[O:14]1[CH:18]=[CH:17][CH:16]=[C:15]1[C:19]1[C:24]([C:25]2[CH:30]=[CH:29][N:28]=[CH:27][N:26]=2)=[CH:23][N:22]=[C:21]([NH2:31])[N:20]=1.O1CCOCC1. (3) Given the product [Br:1][C:2]1[CH:11]=[CH:10][CH:9]=[C:8]2[C:3]=1[CH2:4][CH2:5][N:6]([CH2:13][CH2:14][O:15][CH3:19])[C:7]2=[O:12], predict the reactants needed to synthesize it. The reactants are: [Br:1][C:2]1[CH:11]=[CH:10][CH:9]=[C:8]2[C:3]=1[CH2:4][CH2:5][N:6]([CH2:13][CH2:14][OH:15])[C:7]2=[O:12].[OH-].[K+].I[CH3:19].O. (4) Given the product [Cl:14][C:10]1[CH:9]=[C:8]([C:6]2[N:7]=[C:2]([CH2:26][C:27]3[CH:28]=[CH:29][C:30]([CH2:33][C:34]([O:36][CH3:37])=[O:35])=[CH:31][CH:32]=3)[C:3]3[CH2:17][CH2:16][CH2:15][C:4]=3[N:5]=2)[CH:13]=[CH:12][CH:11]=1, predict the reactants needed to synthesize it. The reactants are: Cl[C:2]1[C:3]2[CH2:17][CH2:16][CH2:15][C:4]=2[N:5]=[C:6]([C:8]2[CH:13]=[CH:12][CH:11]=[C:10]([Cl:14])[CH:9]=2)[N:7]=1.CC1(C)C(C)(C)OB([CH2:26][C:27]2[CH:32]=[CH:31][C:30]([CH2:33][C:34]([O:36][CH3:37])=[O:35])=[CH:29][CH:28]=2)O1.C([O-])([O-])=O.[Na+].[Na+].[Cl-]. (5) Given the product [F:25][C:20]1[CH:21]=[CH:22][CH:23]=[CH:24][C:19]=1[CH2:18][N:10]1[C:11]([C:13]2[S:14][CH:15]=[CH:16][N:17]=2)=[N:12][C:8]([C:4]2[CH:3]=[C:2]([CH:7]=[CH:6][N:5]=2)[C:27]([NH2:28])=[O:31])=[N:9]1, predict the reactants needed to synthesize it. The reactants are: Br[C:2]1[CH:7]=[CH:6][N:5]=[C:4]([C:8]2[N:12]=[C:11]([C:13]3[S:14][CH:15]=[CH:16][N:17]=3)[N:10]([CH2:18][C:19]3[CH:24]=[CH:23][CH:22]=[CH:21][C:20]=3[F:25])[N:9]=2)[CH:3]=1.[Cu][C:27]#[N:28].C(O)C[OH:31].O1CCOCC1. (6) Given the product [CH:26]1([C:31]([N:22]2[CH2:18][CH2:17][CH:16]([O:5][C:4]3[CH:12]=[CH:13][C:14]([Cl:15])=[C:2]([Cl:1])[CH:3]=3)[CH2:21][CH2:20]2)=[O:33])[CH2:27][CH:28]=[CH:29][CH2:30]1, predict the reactants needed to synthesize it. The reactants are: [Cl:1][C:2]1[CH:3]=[C:4]([CH:12]=[CH:13][C:14]=1[Cl:15])[O:5]N1CCCCC1.[CH:16]1[CH:17]=[CH:18]C2N(O)N=[N:22][C:20]=2[CH:21]=1.[CH:26]1([C:31]([OH:33])=O)[CH2:30][CH:29]=[CH:28][CH2:27]1.CCN=C=NCCCN(C)C. (7) The reactants are: Br[CH2:2][C:3]1[C:4]([C:21]2[CH:26]=[CH:25][CH:24]=[C:23]([C:27]([F:30])([F:29])[F:28])[CH:22]=2)=[N:5][C:6]2[C:11]([C:12]=1[C:13]([O:15][CH3:16])=[O:14])=[CH:10][C:9]([S:17]([CH3:20])(=[O:19])=[O:18])=[CH:8][CH:7]=2.[N:31]1([CH:37]2[CH2:42][CH2:41][NH:40][CH2:39][CH2:38]2)[CH2:36][CH2:35][CH2:34][CH2:33][CH2:32]1. Given the product [N:31]1([CH:37]2[CH2:42][CH2:41][N:40]([CH2:2][C:3]3[C:4]([C:21]4[CH:26]=[CH:25][CH:24]=[C:23]([C:27]([F:30])([F:29])[F:28])[CH:22]=4)=[N:5][C:6]4[C:11]([C:12]=3[C:13]([O:15][CH3:16])=[O:14])=[CH:10][C:9]([S:17]([CH3:20])(=[O:19])=[O:18])=[CH:8][CH:7]=4)[CH2:39][CH2:38]2)[CH2:36][CH2:35][CH2:34][CH2:33][CH2:32]1, predict the reactants needed to synthesize it.